This data is from Catalyst prediction with 721,799 reactions and 888 catalyst types from USPTO. The task is: Predict which catalyst facilitates the given reaction. (1) Reactant: [Cl:1][C:2]1[CH:10]=[C:9]([C:11]([NH:13][CH:14]([C:16]2[NH:20][C:19]3[CH:21]=[CH:22][C:23]([Cl:25])=[CH:24][C:18]=3[N:17]=2)[CH3:15])=[O:12])[CH:8]=[CH:7][C:3]=1[C:4](O)=[O:5].[CH:26]([N:28]1[CH2:33][CH2:32][NH:31][CH2:30][CH2:29]1)=[O:27].F[P-](F)(F)(F)(F)F.FC1C(OC(N(C)C)=[N+](C)C)=C(F)C(F)=C(F)C=1F.C(N(C(C)C)CC)(C)C.ClCl. Product: [Cl:1][C:2]1[CH:10]=[C:9]([CH:8]=[CH:7][C:3]=1[C:4]([N:31]1[CH2:32][CH2:33][N:28]([CH:26]=[O:27])[CH2:29][CH2:30]1)=[O:5])[C:11]([NH:13][CH:14]([C:16]1[NH:20][C:19]2[CH:21]=[CH:22][C:23]([Cl:25])=[CH:24][C:18]=2[N:17]=1)[CH3:15])=[O:12]. The catalyst class is: 16. (2) Reactant: [NH2:1][CH2:2][CH2:3][CH2:4][NH:5][C:6]([CH:8]1[CH:12]([C:13]2[CH:18]=[CH:17][CH:16]=[C:15]([Cl:19])[CH:14]=2)[C:11]([C:22]2[CH:27]=[CH:26][C:25]([Cl:28])=[CH:24][CH:23]=2)([C:20]#[N:21])[CH:10]([CH2:29][C:30]([CH3:33])([CH3:32])[CH3:31])[NH:9]1)=[O:7].[C:34]([N:37]1[CH2:42][CH2:41][CH:40](C(O)=O)[CH2:39][CH2:38]1)(=[O:36])[CH3:35].CN(C(ON1N=NC2C=CC=NC1=2)=[N+](C)C)C.F[P-](F)(F)(F)(F)F.CCN(C(C)C)C(C)C. Product: [C:34]([N:37]1[CH2:42][CH2:41][CH:40]([NH:1][CH2:2][CH2:3][CH2:4][NH:5][C:6]([CH:8]2[CH:12]([C:13]3[CH:18]=[CH:17][CH:16]=[C:15]([Cl:19])[CH:14]=3)[C:11]([C:22]3[CH:27]=[CH:26][C:25]([Cl:28])=[CH:24][CH:23]=3)([C:20]#[N:21])[CH:10]([CH2:29][C:30]([CH3:33])([CH3:32])[CH3:31])[NH:9]2)=[O:7])[CH2:39][CH2:38]1)(=[O:36])[CH3:35]. The catalyst class is: 2. (3) Reactant: [CH3:1][N:2]([CH3:38])[C:3]1[CH:8]=[CH:7][C:6]([C:9]2[N:10]=[C:11]([NH:14][C:15]([C:17]3[N:18]=[CH:19][C:20]([N:23]4[CH2:28][CH2:27][CH:26]([C:29]([O:31][CH2:32][CH3:33])=[O:30])[CH2:25][CH2:24]4)=[N:21][CH:22]=3)=[O:16])[S:12][CH:13]=2)=[CH:5][C:4]=1[C:34]([F:37])([F:36])[F:35].C=O.[C:41]([C@@H]([C@H](C(O)=O)O)O)(O)=O.[CH3:51][C@@H:52]1[CH2:56][CH2:55][CH2:54][NH:53]1.C(=O)([O-])O.[Na+]. Product: [CH3:38][N:2]([CH3:1])[C:3]1[CH:8]=[CH:7][C:6]([C:9]2[N:10]=[C:11]([NH:14][C:15]([C:17]3[N:18]=[CH:19][C:20]([N:23]4[CH2:28][CH2:27][CH:26]([C:29]([O:31][CH2:32][CH3:33])=[O:30])[CH2:25][CH2:24]4)=[N:21][CH:22]=3)=[O:16])[S:12][C:13]=2[CH2:41][N:53]2[CH2:54][CH2:55][CH2:56][C@H:52]2[CH3:51])=[CH:5][C:4]=1[C:34]([F:37])([F:36])[F:35]. The catalyst class is: 15. (4) Reactant: C1(S([C:10]2[CH:11]3[CH2:21][CH2:20][CH:18]([CH:19]=2)[C:17]2[C:12]3=[CH:13][CH:14]=[CH:15][CH:16]=2)(=O)=O)C=CC=CC=1.[N+:22]([CH2:24][C:25]([O:27][CH2:28][CH3:29])=[O:26])#[C-:23].C(O[K])(C)(C)C.Cl. The catalyst class is: 1. Product: [CH2:28]([O:27][C:25]([C:24]1[NH:22][CH:23]=[C:19]2[C:10]=1[CH:11]1[CH2:21][CH2:20][CH:18]2[C:17]2[CH:16]=[CH:15][CH:14]=[CH:13][C:12]=21)=[O:26])[CH3:29]. (5) Product: [C:2]([O:6][C:7]([N:9]1[CH2:14][CH2:13][CH:12]([CH2:15][N:16]2[CH2:21][CH2:20][N:19]([S:22]([C:25]3[CH:26]=[CH:27][C:28](/[CH:31]=[CH:34]/[Cl:35])=[CH:29][CH:30]=3)(=[O:24])=[O:23])[CH2:18][C:17]2=[O:33])[CH2:11][CH2:10]1)=[O:8])([CH3:4])([CH3:3])[CH3:5]. Reactant: [Cl-].[C:2]([O:6][C:7]([N:9]1[CH2:14][CH2:13][CH:12]([CH2:15][N:16]2[CH2:21][CH2:20][N:19]([S:22]([C:25]3[CH:30]=[CH:29][C:28]([CH:31]=O)=[CH:27][CH:26]=3)(=[O:24])=[O:23])[CH2:18][C:17]2=[O:33])[CH2:11][CH2:10]1)=[O:8])([CH3:5])([CH3:4])[CH3:3].[CH:34](Cl)(Cl)[Cl:35].C(OCC)(=O)C. The catalyst class is: 1. (6) The catalyst class is: 43. Reactant: [S:1]1[C:5]2[CH:6]=[CH:7][CH:8]=[CH:9][C:4]=2[N:3]=[C:2]1[N:10]1[CH2:15][CH2:14][CH:13]([NH:16][C:17]2[C:22]([N+:23]([O-])=O)=[CH:21][CH:20]=[CH:19][N:18]=2)[CH2:12][CH2:11]1. Product: [S:1]1[C:5]2[CH:6]=[CH:7][CH:8]=[CH:9][C:4]=2[N:3]=[C:2]1[N:10]1[CH2:15][CH2:14][CH:13]([NH:16][C:17]2[C:22]([NH2:23])=[CH:21][CH:20]=[CH:19][N:18]=2)[CH2:12][CH2:11]1. (7) Reactant: ClC(Cl)(Cl)COC(=O)[N:6]([CH:17]1[CH2:22][CH2:21][N:20]([C:23](=[O:51])[C@@H:24]([NH:29][C:30](=[O:50])[C@H:31]([CH2:44][CH:45]2[CH2:49][CH2:48][CH2:47][CH2:46]2)[CH2:32][N:33]([O:36][CH2:37][C:38]2[CH:43]=[CH:42][CH:41]=[CH:40][CH:39]=2)[CH:34]=[O:35])[C:25]([CH3:28])([CH3:27])[CH3:26])[CH2:19][CH2:18]1)[CH2:7][C:8]1[O:9][CH:10]=[C:11]([O:15][CH3:16])[C:12](=[O:14])[CH:13]=1. Product: [CH2:37]([O:36][N:33]([CH:34]=[O:35])[CH2:32][C@@H:31]([CH2:44][CH:45]1[CH2:46][CH2:47][CH2:48][CH2:49]1)[C:30]([NH:29][C@H:24]([C:23]([N:20]1[CH2:21][CH2:22][CH:17]([NH:6][CH2:7][C:8]2[O:9][CH:10]=[C:11]([O:15][CH3:16])[C:12](=[O:14])[CH:13]=2)[CH2:18][CH2:19]1)=[O:51])[C:25]([CH3:28])([CH3:27])[CH3:26])=[O:50])[C:38]1[CH:43]=[CH:42][CH:41]=[CH:40][CH:39]=1. The catalyst class is: 183.